Dataset: Peptide-MHC class II binding affinity with 134,281 pairs from IEDB. Task: Regression. Given a peptide amino acid sequence and an MHC pseudo amino acid sequence, predict their binding affinity value. This is MHC class II binding data. (1) The peptide sequence is GWPYIGSRSQIIGRS. The MHC is DRB1_1101 with pseudo-sequence DRB1_1101. The binding affinity (normalized) is 0.789. (2) The peptide sequence is RQELRCGSGVFIHNDVEA. The MHC is DRB1_0404 with pseudo-sequence DRB1_0404. The binding affinity (normalized) is 0.117. (3) The peptide sequence is YLGKREDQWCGSLIGLT. The MHC is DRB1_0802 with pseudo-sequence DRB1_0802. The binding affinity (normalized) is 0.413. (4) The peptide sequence is QWHKEGSSIGKLFTQHHHHHH. The MHC is DRB3_0101 with pseudo-sequence DRB3_0101. The binding affinity (normalized) is 0. (5) The peptide sequence is EVFYATSPEKFTF. The MHC is DRB1_0301 with pseudo-sequence DRB1_0301. The binding affinity (normalized) is 0.510. (6) The binding affinity (normalized) is 0.215. The MHC is DRB1_0101 with pseudo-sequence DRB1_0101. The peptide sequence is DVADPNRLNNQFGSV.